This data is from Catalyst prediction with 721,799 reactions and 888 catalyst types from USPTO. The task is: Predict which catalyst facilitates the given reaction. (1) The catalyst class is: 3. Reactant: [NH2:1][C:2]1[N:10]=[CH:9][N:8]=[C:7]2[C:3]=1[N:4]=[C:5]([SH:11])[NH:6]2.Br[C:13]1[C:22]([N+:23]([O-:25])=[O:24])=[CH:21][C:16]2[O:17][CH2:18][CH2:19][O:20][C:15]=2[CH:14]=1.C([O-])([O-])=O.[K+].[K+]. Product: [N+:23]([C:22]1[C:13]([S:11][C:5]2[NH:6][C:7]3[C:3]([N:4]=2)=[C:2]([NH2:1])[N:10]=[CH:9][N:8]=3)=[CH:14][C:15]2[O:20][CH2:19][CH2:18][O:17][C:16]=2[CH:21]=1)([O-:25])=[O:24]. (2) Product: [CH3:1][N:2]1[C:10]2[C:9]([O:11][C:12]3[CH:18]=[CH:17][C:15]([NH:16][C:21]([NH:20][C:19]4[CH:29]=[CH:30][CH:25]=[CH:26][CH:27]=4)=[O:22])=[CH:14][CH:13]=3)=[N:8][CH:7]=[N:6][C:5]=2[CH:4]=[CH:3]1. Reactant: [CH3:1][N:2]1[C:10]2[C:9]([O:11][C:12]3[CH:18]=[CH:17][C:15]([NH2:16])=[CH:14][CH:13]=3)=[N:8][CH:7]=[N:6][C:5]=2[CH:4]=[CH:3]1.[CH3:19][N:20](C)[CH:21]=[O:22].N[C:25]1[CH:30]=[CH:29]C=[CH:27][CH:26]=1. The catalyst class is: 6. (3) Reactant: [CH3:1][O:2][C:3]1[CH:4]=[C:5]2[C:10](=[CH:11][C:12]=1[O:13][CH3:14])[N:9]=[CH:8][CH:7]=[C:6]2[O:15][C:16]1[CH:22]=[CH:21][C:19]([NH2:20])=[C:18]([CH3:23])[C:17]=1[CH3:24].Cl[C:26](Cl)([O:28][C:29](=[O:35])OC(Cl)(Cl)Cl)Cl.[CH2:37](O)[CH2:38][CH2:39][CH2:40][CH2:41]C.C(=O)(O)[O-].[Na+]. Product: [CH3:1][O:2][C:3]1[CH:4]=[C:5]2[C:10](=[CH:11][C:12]=1[O:13][CH3:14])[N:9]=[CH:8][CH:7]=[C:6]2[O:15][C:16]1[CH:22]=[CH:21][C:19]([NH:20][C:29](=[O:35])[O:28][CH2:26][CH2:37][CH2:38][CH2:39][CH2:40][CH3:41])=[C:18]([CH3:23])[C:17]=1[CH3:24]. The catalyst class is: 208. (4) The catalyst class is: 7. Product: [CH2:14]([O:16][C:17](=[O:22])/[CH:18]=[C:19](/[O:13][C:7]1[CH:12]=[CH:11][CH:10]=[CH:9][CH:8]=1)\[CH3:20])[CH3:15]. Reactant: CC(C)([O-])C.[K+].[C:7]1([OH:13])[CH:12]=[CH:11][CH:10]=[CH:9][CH:8]=1.[CH2:14]([O:16][C:17](=[O:22])[CH:18]=[C:19](Cl)[CH3:20])[CH3:15]. (5) The catalyst class is: 66. Product: [CH:8]([O:7][CH:6]([CH3:5])[CH3:11])([CH3:9])[CH3:16].[Cl:20][CH2:2][C:3]1[CH:4]=[CH:5][C:6]2[O:7][CH2:8][C:9](=[O:13])[NH:10][C:11]=2[N:12]=1. Reactant: O[CH2:2][C:3]1[CH:4]=[CH:5][C:6]2[O:7][CH2:8][C:9](=[O:13])[NH:10][C:11]=2[N:12]=1.[Cl-].[Li+].[CH3:16]S([Cl:20])(=O)=O. (6) Reactant: C(N(CC)CC)C.[OH:8][C@@H:9]1[CH2:13][O:12][CH2:11][C@H:10]1[NH:14][S:15]([CH:18]([CH3:20])[CH3:19])(=[O:17])=[O:16].[CH3:21][S:22](Cl)(=[O:24])=[O:23].C(=O)(O)[O-].[Na+]. Product: [CH3:21][S:22]([O:8][C@H:9]1[C@H:10]([NH:14][S:15]([CH:18]([CH3:20])[CH3:19])(=[O:17])=[O:16])[CH2:11][O:12][CH2:13]1)(=[O:24])=[O:23]. The catalyst class is: 4. (7) Reactant: [CH3:1][C:2]1[C:6]2[C:7](=[O:11])[NH:8][CH2:9][CH2:10][C:5]=2[N:4]([C:12]([O:14][C:15]([CH3:18])([CH3:17])[CH3:16])=[O:13])[CH:3]=1.Cl.Cl[CH2:21][CH2:22][N:23]1[CH2:28][CH2:27][O:26][CH2:25][CH2:24]1.[H-].[Na+]. Product: [CH3:1][C:2]1[C:6]2[C:7](=[O:11])[N:8]([CH2:21][CH2:22][N:23]3[CH2:28][CH2:27][O:26][CH2:25][CH2:24]3)[CH2:9][CH2:10][C:5]=2[N:4]([C:12]([O:14][C:15]([CH3:18])([CH3:17])[CH3:16])=[O:13])[CH:3]=1. The catalyst class is: 3.